From a dataset of Full USPTO retrosynthesis dataset with 1.9M reactions from patents (1976-2016). Predict the reactants needed to synthesize the given product. Given the product [CH2:1]([O:3][C:4]([C:6]1[NH:7][C:8]2[C:13]([CH:14]=1)=[CH:12][C:11]([CH2:15][CH2:16][C:17](=[O:19])[N:32]1[CH2:36][CH2:35][CH2:34][CH2:33]1)=[CH:10][CH:9]=2)=[O:5])[CH3:2], predict the reactants needed to synthesize it. The reactants are: [CH2:1]([O:3][C:4]([C:6]1[NH:7][C:8]2[C:13]([CH:14]=1)=[CH:12][C:11]([CH2:15][CH2:16][C:17]([OH:19])=O)=[CH:10][CH:9]=2)=[O:5])[CH3:2].C(N1C=CN=C1)(N1C=CN=C1)=O.[NH:32]1[CH2:36][CH2:35][CH2:34][CH2:33]1.